Dataset: Peptide-MHC class I binding affinity with 185,985 pairs from IEDB/IMGT. Task: Regression. Given a peptide amino acid sequence and an MHC pseudo amino acid sequence, predict their binding affinity value. This is MHC class I binding data. (1) The peptide sequence is ALYRYLRA. The MHC is H-2-Kb with pseudo-sequence H-2-Kb. The binding affinity (normalized) is 0.242. (2) The peptide sequence is VYADLRIVY. The MHC is H-2-Kd with pseudo-sequence H-2-Kd. The binding affinity (normalized) is 0.132. (3) The peptide sequence is YADHGANQL. The MHC is HLA-B08:03 with pseudo-sequence HLA-B08:03. The binding affinity (normalized) is 0.0847. (4) The peptide sequence is RPPIFIRRL. The MHC is HLA-B44:02 with pseudo-sequence HLA-B44:02. The binding affinity (normalized) is 0. (5) The peptide sequence is MSSGNLLFTG. The MHC is HLA-B58:01 with pseudo-sequence HLA-B58:01. The binding affinity (normalized) is 0.370.